Dataset: Full USPTO retrosynthesis dataset with 1.9M reactions from patents (1976-2016). Task: Predict the reactants needed to synthesize the given product. (1) Given the product [CH:26]1([NH:8][CH:9]([C:11]2[CH:16]=[C:15]([CH:17]=[CH2:18])[N:14]=[C:13](/[CH:19]=[CH:20]/[NH:21][C:22](=[O:25])[O:23][CH3:24])[CH:12]=2)[CH3:10])[CH2:28][CH2:27]1, predict the reactants needed to synthesize it. The reactants are: C(OC([N:8]([CH:26]1[CH2:28][CH2:27]1)[CH:9]([C:11]1[CH:16]=[C:15]([CH:17]=[CH2:18])[N:14]=[C:13](/[CH:19]=[CH:20]/[NH:21][C:22](=[O:25])[O:23][CH3:24])[CH:12]=1)[CH3:10])=O)(C)(C)C.FC(F)(F)C(O)=O. (2) Given the product [CH:33]1([C:13]2[C:14]([NH:18][C:19](=[O:32])[CH2:20][C:21]3[CH:26]=[CH:25][C:24]([C:27]([F:28])([F:30])[F:29])=[C:23]([F:31])[CH:22]=3)=[C:15]3[C:10](=[CH:11][CH:12]=2)[C:9](=[O:36])[N:8]([C@H:6]([CH3:7])[CH2:5][OH:4])[CH:17]=[CH:16]3)[CH2:35][CH2:34]1, predict the reactants needed to synthesize it. The reactants are: C([O:4][CH2:5][C@H:6]([N:8]1[CH:17]=[CH:16][C:15]2[C:10](=[CH:11][CH:12]=[C:13]([CH:33]3[CH2:35][CH2:34]3)[C:14]=2[NH:18][C:19](=[O:32])[CH2:20][C:21]2[CH:26]=[CH:25][C:24]([C:27]([F:30])([F:29])[F:28])=[C:23]([F:31])[CH:22]=2)[C:9]1=[O:36])[CH3:7])(=O)C.C(=O)([O-])[O-].[K+].[K+].CO. (3) Given the product [CH2:1]([NH:8][C:9]([N:10]1[CH:11]([CH3:51])[CH2:12][C:13](=[O:14])[N:15]2[CH:16]([CH2:17][C:18]3[CH:19]=[CH:20][C:21]([OH:24])=[CH:22][CH:23]=3)[C:29](=[O:50])[N:30]([CH2:31][C:32]3[CH:37]=[CH:36][CH:35]=[C:34]([O:38][CH3:39])[C:33]=3[O:40][CH3:41])[CH2:42][CH:43]12)=[O:52])[C:2]1[CH:3]=[CH:4][CH:5]=[CH:6][CH:7]=1, predict the reactants needed to synthesize it. The reactants are: [CH2:1]([NH:8][C:9](=[O:52])[NH:10][CH:11]([CH3:51])[CH2:12][C:13]([NH:15][CH:16]([C:29](=[O:50])[N:30]([CH2:42][CH:43](OCC)OCC)[CH2:31][C:32]1[CH:37]=[CH:36][CH:35]=[C:34]([O:38][CH3:39])[C:33]=1[O:40][CH3:41])[CH2:17][C:18]1[CH:23]=[CH:22][C:21]([O:24]C(C)(C)C)=[CH:20][CH:19]=1)=[O:14])[C:2]1[CH:7]=[CH:6][CH:5]=[CH:4][CH:3]=1. (4) The reactants are: Br[C:2]1[CH:11]=[CH:10][CH:9]=[C:8]2[C:3]=1[CH2:4][CH2:5][N:6]([CH:12]1[CH2:16][CH2:15][S:14](=[O:18])(=[O:17])[CH2:13]1)[CH2:7]2.[F:19][C:20]1[C:21]([C:27]2[CH:28]=[C:29]([CH:31]=[CH:32][C:33]=2[CH3:34])[NH2:30])=[N:22][CH:23]=[C:24]([F:26])[CH:25]=1.CC1(C)C2C(=C(P(C3C=CC=CC=3)C3C=CC=CC=3)C=CC=2)OC2C(P(C3C=CC=CC=3)C3C=CC=CC=3)=CC=CC1=2.[O-]P([O-])([O-])=O.[K+].[K+].[K+]. Given the product [F:19][C:20]1[C:21]([C:27]2[CH:28]=[C:29]([NH:30][C:2]3[CH:11]=[CH:10][CH:9]=[C:8]4[C:3]=3[CH2:4][CH2:5][N:6]([CH:12]3[CH2:16][CH2:15][S:14](=[O:18])(=[O:17])[CH2:13]3)[CH2:7]4)[CH:31]=[CH:32][C:33]=2[CH3:34])=[N:22][CH:23]=[C:24]([F:26])[CH:25]=1, predict the reactants needed to synthesize it. (5) The reactants are: [NH2:1][C:2]([C:6]1[CH:11]=[CH:10][CH:9]=[C:8]([Br:12])[CH:7]=1)([CH3:5])[C:3]#N.C[CH2:14][O:15]C(C)=O.[OH2:19]. Given the product [CH3:14][O:15][C:3](=[O:19])[C:2]([NH2:1])([C:6]1[CH:11]=[CH:10][CH:9]=[C:8]([Br:12])[CH:7]=1)[CH3:5], predict the reactants needed to synthesize it. (6) The reactants are: [C:1]1([CH2:7][CH2:8][CH2:9][CH:10]([NH:20][C:21]([CH:23]2[CH2:28][CH2:27][CH2:26][CH2:25][N:24]2[C:29]([CH:31]2[CH2:36][CH2:35][NH:34][CH2:33][CH2:32]2)=[O:30])=[O:22])[CH2:11][CH2:12][CH2:13][C:14]2[CH:19]=[CH:18][CH:17]=[CH:16][CH:15]=2)[CH:6]=[CH:5][CH:4]=[CH:3][CH:2]=1.[O:37]1[CH2:39][C@@H:38]1[CH2:40][O:41][C:42]1[CH:51]=[CH:50][CH:49]=[C:48]2[C:43]=1[CH:44]=[CH:45][CH:46]=[N:47]2. Given the product [C:1]1([CH2:7][CH2:8][CH2:9][CH:10]([NH:20][C:21]([CH:23]2[CH2:28][CH2:27][CH2:26][CH2:25][N:24]2[C:29]([CH:31]2[CH2:36][CH2:35][N:34]([CH2:39][C@@H:38]([OH:37])[CH2:40][O:41][C:42]3[CH:51]=[CH:50][CH:49]=[C:48]4[C:43]=3[CH:44]=[CH:45][CH:46]=[N:47]4)[CH2:33][CH2:32]2)=[O:30])=[O:22])[CH2:11][CH2:12][CH2:13][C:14]2[CH:15]=[CH:16][CH:17]=[CH:18][CH:19]=2)[CH:6]=[CH:5][CH:4]=[CH:3][CH:2]=1, predict the reactants needed to synthesize it. (7) Given the product [F:17][C:18]1[CH:25]=[C:24]([O:26][CH2:7][C:6]2[CH:9]=[CH:10][C:3]([O:2][CH3:1])=[CH:4][CH:5]=2)[CH:23]=[CH:22][C:19]=1[C:20]#[N:21], predict the reactants needed to synthesize it. The reactants are: [CH3:1][O:2][C:3]1[CH:10]=[CH:9][C:6]([CH2:7]Cl)=[CH:5][CH:4]=1.C(=O)([O-])[O-].[K+].[K+].[F:17][C:18]1[CH:25]=[C:24]([OH:26])[CH:23]=[CH:22][C:19]=1[C:20]#[N:21].